This data is from Catalyst prediction with 721,799 reactions and 888 catalyst types from USPTO. The task is: Predict which catalyst facilitates the given reaction. (1) Reactant: Br[C:2]1[CH:3]=[C:4]([O:8][CH2:9][CH2:10][O:11][CH3:12])[CH:5]=[N:6][CH:7]=1.[B:13]1([B:13]2[O:17][C:16]([CH3:19])([CH3:18])[C:15]([CH3:21])([CH3:20])[O:14]2)[O:17][C:16]([CH3:19])([CH3:18])[C:15]([CH3:21])([CH3:20])[O:14]1.C(Cl)Cl.CC([O-])=O.[K+]. Product: [CH3:12][O:11][CH2:10][CH2:9][O:8][C:4]1[CH:5]=[N:6][CH:7]=[C:2]([B:13]2[O:17][C:16]([CH3:19])([CH3:18])[C:15]([CH3:21])([CH3:20])[O:14]2)[CH:3]=1. The catalyst class is: 151. (2) Reactant: [CH2:1]1[C:7]2[C:8]3[CH:14]=[CH:13][C:12]([N:15]4[CH:20]=[CH:19][C:18]([O:21][CH2:22][C:23]5[CH:24]=[N:25][C:26]([C:29]([F:32])([F:31])[F:30])=[CH:27][CH:28]=5)=[CH:17][C:16]4=[O:33])=[CH:11][C:9]=3[O:10][C:6]=2[CH2:5][CH2:4][CH2:3][NH:2]1.[ClH:34].CCOCC. Product: [ClH:34].[CH2:1]1[C:7]2[C:8]3[CH:14]=[CH:13][C:12]([N:15]4[CH:20]=[CH:19][C:18]([O:21][CH2:22][C:23]5[CH:24]=[N:25][C:26]([C:29]([F:31])([F:32])[F:30])=[CH:27][CH:28]=5)=[CH:17][C:16]4=[O:33])=[CH:11][C:9]=3[O:10][C:6]=2[CH2:5][CH2:4][CH2:3][NH:2]1. The catalyst class is: 5. (3) Reactant: [S-2:1].[Na+].[Na+].[S].Cl[CH2:6][CH2:7][CH2:8][Si:9]([O:16][CH2:17][CH3:18])([O:13][CH2:14][CH3:15])[O:10][CH2:11][CH3:12]. Product: [CH2:11]([O:10][Si:9]([CH2:8][CH2:7][CH2:6][S:1][S:1][CH2:6][CH2:7][CH2:8][Si:9]([O:16][CH2:17][CH3:18])([O:10][CH2:11][CH3:12])[O:13][CH2:14][CH3:15])([O:16][CH2:17][CH3:18])[O:13][CH2:14][CH3:15])[CH3:12]. The catalyst class is: 8. (4) Reactant: [N+:1]([C:4]1[CH:5]=[C:6](/[CH:10]=[CH:11]/[C:12](OCC)=[O:13])[CH:7]=[CH:8][CH:9]=1)([O-:3])=[O:2].[H-].C([Al+]CC(C)C)C(C)C.Cl. Product: [N+:1]([C:4]1[CH:5]=[C:6](/[CH:10]=[CH:11]/[CH2:12][OH:13])[CH:7]=[CH:8][CH:9]=1)([O-:3])=[O:2]. The catalyst class is: 4. (5) Reactant: C(N(CC)CC)C.Br.Br.[N:10]1([C:16]2[CH:21]=[CH:20][CH:19]=[CH:18][C:17]=2[OH:22])[CH2:15][CH2:14][NH:13][CH2:12][CH2:11]1.[C:23]([O:27][C:28](O[C:28]([O:27][C:23]([CH3:26])([CH3:25])[CH3:24])=[O:29])=[O:29])([CH3:26])([CH3:25])[CH3:24]. Product: [OH:22][C:17]1[CH:18]=[CH:19][CH:20]=[CH:21][C:16]=1[N:10]1[CH2:11][CH2:12][N:13]([C:28]([O:27][C:23]([CH3:26])([CH3:25])[CH3:24])=[O:29])[CH2:14][CH2:15]1. The catalyst class is: 127. (6) Product: [NH2:23][C:20]1[CH:21]=[CH:22][C:17]([C:6]2[C:7]3[CH:13]=[C:12]4[O:14][CH2:15][O:16][C:11]4=[CH:10][C:8]=3[CH2:9][CH:3]([CH2:2][OH:1])[N:4]([C:26](=[O:29])[NH:27][CH3:28])[N:5]=2)=[CH:18][CH:19]=1. Reactant: [OH:1][CH2:2][CH:3]1[CH2:9][C:8]2[CH:10]=[C:11]3[O:16][CH2:15][O:14][C:12]3=[CH:13][C:7]=2[C:6]([C:17]2[CH:22]=[CH:21][C:20]([N+:23]([O-])=O)=[CH:19][CH:18]=2)=[N:5][N:4]1[C:26](=[O:29])[NH:27][CH3:28].O.NN. The catalyst class is: 171. (7) Reactant: [Br:1][C:2]1[CH:7]=[CH:6][C:5]([S:8](Cl)(=[O:10])=[O:9])=[CH:4][CH:3]=1.[CH:12]1([NH2:18])[CH2:17][CH2:16][CH2:15][CH2:14][CH2:13]1. Product: [Br:1][C:2]1[CH:7]=[CH:6][C:5]([S:8]([NH:18][CH:12]2[CH2:17][CH2:16][CH2:15][CH2:14][CH2:13]2)(=[O:10])=[O:9])=[CH:4][CH:3]=1. The catalyst class is: 4.